This data is from Forward reaction prediction with 1.9M reactions from USPTO patents (1976-2016). The task is: Predict the product of the given reaction. Given the reactants [N+:1]([C:4]1[N:5]=[CH:6][NH:7][CH:8]=1)([O-:3])=[O:2].[CH3:9][O:10][C:11](=[O:16])[CH:12]=[C:13]([CH3:15])[CH3:14], predict the reaction product. The product is: [CH3:9][O:10][C:11](=[O:16])[CH2:12][C:13]([CH3:15])([N:7]1[CH:8]=[C:4]([N+:1]([O-:3])=[O:2])[N:5]=[CH:6]1)[CH3:14].